Dataset: Catalyst prediction with 721,799 reactions and 888 catalyst types from USPTO. Task: Predict which catalyst facilitates the given reaction. (1) Reactant: [CH:1]1([C:7]2([O:36][CH3:37])[CH2:12][CH2:11][N:10]([C:13]3[CH:18]=[CH:17][C:16]([C:19]4[S:23][C:22]([C@H:24]5[CH2:29][CH2:28][C@H:27]([C:30](N(OC)C)=[O:31])[CH2:26][CH2:25]5)=[N:21][N:20]=4)=[CH:15][CH:14]=3)[CH2:9][CH2:8]2)[CH2:6][CH2:5][CH2:4][CH2:3][CH2:2]1.[CH3:38]OCCOC.C[Li].C(OCC)C. Product: [CH:1]1([C:7]2([O:36][CH3:37])[CH2:8][CH2:9][N:10]([C:13]3[CH:14]=[CH:15][C:16]([C:19]4[S:23][C:22]([C@H:24]5[CH2:25][CH2:26][C@H:27]([C:30](=[O:31])[CH3:38])[CH2:28][CH2:29]5)=[N:21][N:20]=4)=[CH:17][CH:18]=3)[CH2:11][CH2:12]2)[CH2:6][CH2:5][CH2:4][CH2:3][CH2:2]1. The catalyst class is: 6. (2) Reactant: C(OC(=O)[NH:7][CH:8]1[CH2:13][CH2:12][N:11]([CH2:14][CH2:15][N:16]2[C:21](=[O:22])[CH:20]=[N:19][C:18]3[CH:23]=[CH:24][C:25]([O:27][CH3:28])=[N:26][C:17]2=3)[CH2:10][CH2:9]1)(C)(C)C.Cl. Product: [NH2:7][CH:8]1[CH2:9][CH2:10][N:11]([CH2:14][CH2:15][N:16]2[C:21](=[O:22])[CH:20]=[N:19][C:18]3[CH:23]=[CH:24][C:25]([O:27][CH3:28])=[N:26][C:17]2=3)[CH2:12][CH2:13]1. The catalyst class is: 135. (3) Reactant: Cl[CH:2]([C:8](=O)[CH2:9][C:10]1[CH:15]=[CH:14][C:13]([Cl:16])=[CH:12][CH:11]=1)[C:3]([O:5][CH2:6][CH3:7])=[O:4].[C:18]([NH2:26])(=[S:25])[C:19]1[CH:24]=[CH:23][N:22]=[CH:21][CH:20]=1. Product: [Cl:16][C:13]1[CH:14]=[CH:15][C:10]([CH2:9][C:8]2[N:26]=[C:18]([C:19]3[CH:24]=[CH:23][N:22]=[CH:21][CH:20]=3)[S:25][C:2]=2[C:3]([O:5][CH2:6][CH3:7])=[O:4])=[CH:11][CH:12]=1. The catalyst class is: 41. (4) Reactant: C1C=CC2N(O)N=NC=2C=1.[NH2:11][C@@H:12]1[CH2:20][C:19]2[C:14](=[CH:15][CH:16]=[CH:17][CH:18]=2)[C@H:13]1[CH2:21][O:22][CH2:23][C:24]([O:26][C:27]([CH3:30])([CH3:29])[CH3:28])=[O:25].CCN=C=NCCCN(C)C.[Cl:42][C:43]1[CH:44]=[C:45]2[C:49](=[CH:50][CH:51]=1)[NH:48][C:47]([C:52](O)=[O:53])=[CH:46]2. Product: [C:27]([O:26][C:24](=[O:25])[CH2:23][O:22][CH2:21][C@@H:13]1[C:14]2[C:19](=[CH:18][CH:17]=[CH:16][CH:15]=2)[CH2:20][C@H:12]1[NH:11][C:52]([C:47]1[NH:48][C:49]2[C:45]([CH:46]=1)=[CH:44][C:43]([Cl:42])=[CH:51][CH:50]=2)=[O:53])([CH3:30])([CH3:29])[CH3:28]. The catalyst class is: 287.